This data is from Catalyst prediction with 721,799 reactions and 888 catalyst types from USPTO. The task is: Predict which catalyst facilitates the given reaction. (1) Reactant: O[CH2:2][CH:3]1[CH2:7][CH2:6][N:5]([C:8]([O:10][C:11]([CH3:14])([CH3:13])[CH3:12])=[O:9])[CH2:4]1.C(Br)(Br)(Br)[Br:16].C1(P(C2C=CC=CC=2)C2C=CC=CC=2)C=CC=CC=1. Product: [Br:16][CH2:2][CH:3]1[CH2:7][CH2:6][N:5]([C:8]([O:10][C:11]([CH3:14])([CH3:13])[CH3:12])=[O:9])[CH2:4]1. The catalyst class is: 2. (2) The catalyst class is: 3. Product: [CH3:14][O:5][C:4](=[O:6])[C:3]1[CH:7]=[CH:8][C:9]([O:12][CH3:13])=[C:10]([CH3:11])[C:2]=1[NH2:1]. Reactant: [NH2:1][C:2]1[C:10]([CH3:11])=[C:9]([O:12][CH3:13])[CH:8]=[CH:7][C:3]=1[C:4]([OH:6])=[O:5].[C:14](=O)([O-])[O-].[K+].[K+].CI.C(O)(=O)CC(CC(O)=O)(C(O)=O)O. (3) Reactant: [NH2:1][C:2]1[C:20]([C:21]2[CH:26]=[CH:25][CH:24]=[CH:23][N:22]=2)=[C:5]2[NH:6][C:7]([C:11]3[CH:19]=[CH:18][C:14]4[O:15][CH2:16][O:17][C:13]=4[CH:12]=3)=[CH:8][C:9](=[O:10])[N:4]2[N:3]=1.C(N(CC)CC)C.[C:34](Cl)(=[O:38])[CH:35]([CH3:37])[CH3:36]. Product: [O:15]1[C:14]2[CH:18]=[CH:19][C:11]([C:7]3[NH:6][C:5]4[N:4]([N:3]=[C:2]([NH:1][C:34](=[O:38])[CH:35]([CH3:37])[CH3:36])[C:20]=4[C:21]4[CH:26]=[CH:25][CH:24]=[CH:23][N:22]=4)[C:9](=[O:10])[CH:8]=3)=[CH:12][C:13]=2[O:17][CH2:16]1. The catalyst class is: 1. (4) Reactant: I[CH2:2][C@@H:3]([CH3:16])[CH2:4][N:5]1[C:10]2[CH:11]=[CH:12][CH:13]=[CH:14][C:9]=2[O:8][CH2:7][C:6]1=[O:15].[CH:17](=[C:21]1[CH2:26][CH2:25][NH:24][CH2:23][CH2:22]1)[CH2:18][CH2:19][CH3:20]. Product: [CH:17](=[C:21]1[CH2:26][CH2:25][N:24]([CH2:2][C@@H:3]([CH3:16])[CH2:4][N:5]2[C:10]3[CH:11]=[CH:12][CH:13]=[CH:14][C:9]=3[O:8][CH2:7][C:6]2=[O:15])[CH2:23][CH2:22]1)[CH2:18][CH2:19][CH3:20]. The catalyst class is: 23. (5) Reactant: O[CH:2]1[N:6]([C:7]2[CH:12]=[CH:11][C:10]([O:13][C:14]([F:17])([F:16])[F:15])=[CH:9][CH:8]=2)[C:5](=[O:18])[CH:4]2[CH2:19][C:20](=[CH2:22])[CH2:21][CH:3]12.[BH3-]C#N.[Na+].O. Product: [CH2:22]=[C:20]1[CH2:19][CH:4]2[C:5](=[O:18])[N:6]([C:7]3[CH:8]=[CH:9][C:10]([O:13][C:14]([F:16])([F:15])[F:17])=[CH:11][CH:12]=3)[CH2:2][CH:3]2[CH2:21]1. The catalyst class is: 55. (6) Reactant: C(=O)([O-])[O-].[K+].[K+].[N:7]1([S:13]([C:16]2[CH:21]=[CH:20][C:19]([NH:22][C:23](=[O:26])[CH:24]=[CH2:25])=[CH:18][CH:17]=2)(=[O:15])=[O:14])[CH2:12][CH2:11][NH:10][CH2:9][CH2:8]1.I[CH2:28][CH3:29]. Product: [CH2:28]([N:10]1[CH2:9][CH2:8][N:7]([S:13]([C:16]2[CH:17]=[CH:18][C:19]([NH:22][C:23](=[O:26])[CH:24]=[CH2:25])=[CH:20][CH:21]=2)(=[O:14])=[O:15])[CH2:12][CH2:11]1)[CH3:29]. The catalyst class is: 3.